From a dataset of Forward reaction prediction with 1.9M reactions from USPTO patents (1976-2016). Predict the product of the given reaction. (1) Given the reactants [CH3:1][O:2][C:3](=[O:18])[C:4]1[CH:9]=[CH:8][C:7]([C:10]2([C:16]#[N:17])[CH2:15][CH2:14][O:13][CH2:12][CH2:11]2)=[CH:6][CH:5]=1.C[Si]([N:23]=[N+:24]=[N-:25])(C)C, predict the reaction product. The product is: [CH3:1][O:2][C:3](=[O:18])[C:4]1[CH:5]=[CH:6][C:7]([C:10]2([C:16]3[NH:25][N:24]=[N:23][N:17]=3)[CH2:11][CH2:12][O:13][CH2:14][CH2:15]2)=[CH:8][CH:9]=1. (2) The product is: [CH3:73][N:74]([CH3:79])[CH2:75][CH2:76][CH2:77][O:1][C:2]1[CH:10]=[CH:9][C:8]([C:11]2[N:12]([C:27]([O:29][C:30]([CH3:31])([CH3:33])[CH3:32])=[O:28])[C:13]3[C:18]([CH:19]=2)=[CH:17][C:16]([CH2:20][N:21]2[CH2:26][CH2:25][CH2:24][CH2:23][CH2:22]2)=[CH:15][CH:14]=3)=[C:7]2[C:3]=1[CH2:4][NH:5][C:6]2=[O:34]. Given the reactants [OH:1][C:2]1[CH:10]=[CH:9][C:8]([C:11]2[N:12]([C:27]([O:29][C:30]([CH3:33])([CH3:32])[CH3:31])=[O:28])[C:13]3[C:18]([CH:19]=2)=[CH:17][C:16]([CH2:20][N:21]2[CH2:26][CH2:25][CH2:24][CH2:23][CH2:22]2)=[CH:15][CH:14]=3)=[C:7]2[C:3]=1[CH2:4][NH:5][C:6]2=[O:34].C1(P(C2C=CC=CC=2)C2C=CC=CC=2)C=CC=CC=1.CCOC(/N=N/C(OCC)=O)=O.C1(C)C=CC=CC=1.[CH3:73][N:74]([CH3:79])[CH2:75][CH2:76][CH2:77]O, predict the reaction product.